Dataset: Catalyst prediction with 721,799 reactions and 888 catalyst types from USPTO. Task: Predict which catalyst facilitates the given reaction. Reactant: C([O:3][C:4]([C:6]1[N:11]2[N:12]=[C:13]([NH:15][C:16]([NH:18][CH2:19][CH3:20])=[O:17])[N:14]=[C:10]2[CH:9]=[C:8]([C:21]2[CH:22]=[N:23][CH:24]=[CH:25][CH:26]=2)[CH:7]=1)=O)C.[BH4-].[Na+]. Product: [CH2:19]([NH:18][C:16]([NH:15][C:13]1[N:14]=[C:10]2[CH:9]=[C:8]([C:21]3[CH:22]=[N:23][CH:24]=[CH:25][CH:26]=3)[CH:7]=[C:6]([CH2:4][OH:3])[N:11]2[N:12]=1)=[O:17])[CH3:20]. The catalyst class is: 36.